This data is from Catalyst prediction with 721,799 reactions and 888 catalyst types from USPTO. The task is: Predict which catalyst facilitates the given reaction. (1) Reactant: [CH3:1][N:2]1[CH2:7][CH2:6][O:5][C@H:4]([CH2:8][OH:9])[CH2:3]1.[H-].[Na+].[N+](C1C=CC([O:21][C:22]([N:24]2[CH2:29][CH2:28][N:27]([C:30]3[CH:35]=[CH:34][C:33]([F:36])=[CH:32][CH:31]=3)[CH2:26][CH2:25]2)=O)=CC=1)([O-])=O. Product: [F:36][C:33]1[CH:32]=[CH:31][C:30]([N:27]2[CH2:26][CH2:25][N:24]([C:22]([O:9][CH2:8][C@H:4]3[O:5][CH2:6][CH2:7][N:2]([CH3:1])[CH2:3]3)=[O:21])[CH2:29][CH2:28]2)=[CH:35][CH:34]=1. The catalyst class is: 1. (2) Reactant: [CH3:1][O:2][C:3]1[CH:8]=[CH:7][C:6]([NH2:9])=[CH:5][C:4]=1[O:10][CH2:11][CH2:12][N:13]1[CH2:18][CH2:17][CH2:16][CH2:15][CH2:14]1.[CH3:19][O:20][CH:21]([O:24][CH3:25])[CH:22]=O. Product: [CH3:19][O:20][CH:21]([O:24][CH3:25])[CH2:22][NH:9][C:6]1[CH:7]=[CH:8][C:3]([O:2][CH3:1])=[C:4]([O:10][CH2:11][CH2:12][N:13]2[CH2:18][CH2:17][CH2:16][CH2:15][CH2:14]2)[CH:5]=1. The catalyst class is: 29. (3) Reactant: [CH2:1]([S:8][C:9]1[NH:14][C:13](=[O:15])[C:12]([O:16]C2CCCCO2)=[CH:11][N:10]=1)[C:2]1[CH:7]=[CH:6][CH:5]=[CH:4][CH:3]=1.CC1C=CC(S(O)(=O)=O)=CC=1. Product: [CH2:1]([S:8][C:9]1[NH:14][C:13](=[O:15])[C:12]([OH:16])=[CH:11][N:10]=1)[C:2]1[CH:3]=[CH:4][CH:5]=[CH:6][CH:7]=1. The catalyst class is: 5. (4) Reactant: [OH:1][CH:2]1[CH2:6][CH2:5][NH:4][CH2:3]1.O.[C:8](O[C:8]([O:10][C:11]([CH3:14])([CH3:13])[CH3:12])=[O:9])([O:10][C:11]([CH3:14])([CH3:13])[CH3:12])=[O:9].CCN(C(C)C)C(C)C. Product: [C:11]([O:10][C:8]([N:4]1[CH2:5][CH2:6][CH:2]([OH:1])[CH2:3]1)=[O:9])([CH3:14])([CH3:13])[CH3:12]. The catalyst class is: 12. (5) Reactant: [F:1][C:2]1[C:9]([F:10])=[CH:8][C:5]([CH:6]=[O:7])=[C:4]([OH:11])[CH:3]=1.[CH3:12][C@@H:13](O)[CH2:14][CH:15]=[CH2:16].C1(P(C2C=CC=CC=2)C2C=CC=CC=2)C=CC=CC=1.CC(OC(/N=N/C(OC(C)C)=O)=O)C. Product: [F:1][C:2]1[C:9]([F:10])=[CH:8][C:5]([CH:6]=[O:7])=[C:4]([O:11][C@H:15]([CH2:14][CH:13]=[CH2:12])[CH3:16])[CH:3]=1. The catalyst class is: 116.